Task: Predict the reactants needed to synthesize the given product.. Dataset: Retrosynthesis with 50K atom-mapped reactions and 10 reaction types from USPTO (1) Given the product CCc1ccc(C#N)c(F)c1, predict the reactants needed to synthesize it. The reactants are: C#Cc1ccc(C#N)c(F)c1. (2) Given the product OC1C(F)CC2CNCC21, predict the reactants needed to synthesize it. The reactants are: O=C(OCc1ccccc1)N1CC2CC(F)C(O)C2C1. (3) Given the product CCOC(=O)CN1CCSCC(NCC(=O)C(Cc2ccccc2)NC(=O)c2ccccc2)C1=O, predict the reactants needed to synthesize it. The reactants are: CCOC(=O)CN1CCSCC(N)C1=O.O=C(N[C@@H](Cc1ccccc1)C(=O)CCl)c1ccccc1.